Dataset: Forward reaction prediction with 1.9M reactions from USPTO patents (1976-2016). Task: Predict the product of the given reaction. (1) The product is: [N:3]1[CH:4]=[CH:5][C:6]([O:8][C:9]2[CH:10]=[C:11]3[C:16](=[CH:17][CH:18]=2)[C:15]([C:19]([NH:21][C:22]2[CH:27]=[CH:26][CH:25]=[C:24]([C:28]([F:29])([F:31])[F:30])[CH:23]=2)=[O:20])=[CH:14][CH:13]=[CH:12]3)=[N:7][CH:2]=1. Given the reactants Cl[C:2]1[N:7]=[C:6]([O:8][C:9]2[CH:10]=[C:11]3[C:16](=[CH:17][CH:18]=2)[C:15]([C:19]([NH:21][C:22]2[CH:27]=[CH:26][CH:25]=[C:24]([C:28]([F:31])([F:30])[F:29])[CH:23]=2)=[O:20])=[CH:14][CH:13]=[CH:12]3)[CH:5]=[CH:4][N:3]=1, predict the reaction product. (2) The product is: [OH:1][CH2:2][C@:3]1([CH3:31])[S:9][CH2:8][CH2:7][N:6]2[C:10]([C:13]3([C:16]4[CH:17]=[CH:18][C:19]([C:22]5[CH:30]=[CH:29][C:25]([C:26]([N:34]([CH3:35])[CH3:33])=[O:27])=[CH:24][N:23]=5)=[CH:20][CH:21]=4)[CH2:14][CH2:15]3)=[N:11][N:12]=[C:5]2[CH2:4]1. Given the reactants [OH:1][CH2:2][C@:3]1([CH3:31])[S:9][CH2:8][CH2:7][N:6]2[C:10]([C:13]3([C:16]4[CH:21]=[CH:20][C:19]([C:22]5[CH:30]=[CH:29][C:25]([C:26](O)=[O:27])=[CH:24][N:23]=5)=[CH:18][CH:17]=4)[CH2:15][CH2:14]3)=[N:11][N:12]=[C:5]2[CH2:4]1.Cl.[CH3:33][NH:34][CH3:35].Cl.C(N=C=NCCCN(C)C)C.C(=O)([O-])O.[Na+], predict the reaction product. (3) Given the reactants [CH3:1][O:2][C:3]1[CH:25]=[CH:24][CH:23]=[CH:22][C:4]=1[CH2:5][NH:6][CH2:7][CH2:8][C:9]1[CH:14]=[C:13]([O:15][CH3:16])[C:12]([N+:17]([O-])=O)=[CH:11][C:10]=1[O:20][CH3:21].C([O-])=O.[NH4+], predict the reaction product. The product is: [CH3:1][O:2][C:3]1[CH:25]=[CH:24][CH:23]=[CH:22][C:4]=1[CH2:5][NH:6][CH2:7][CH2:8][C:9]1[CH:14]=[C:13]([O:15][CH3:16])[C:12]([NH2:17])=[CH:11][C:10]=1[O:20][CH3:21]. (4) Given the reactants [CH3:1][N:2]1[CH2:7][CH2:6][CH2:5][C@@H:4]([CH2:8][OH:9])[CH2:3]1.Cl[N:11]([C:19]1[C:28]2[C:23](=[CH:24][C:25](O)=[C:26]([O:29][CH3:30])[CH:27]=2)[N:22]=[CH:21][N:20]=1)[C:12]1[CH:17]=[CH:16][CH:15]=[CH:14][C:13]=1[F:18].C1(P(C2C=CC=CC=2)C2C=CC=CC=2)C=CC=CC=1.N(C(OCC)=O)=NC(OCC)=O.C(Cl)[Cl:64], predict the reaction product. The product is: [Cl:64][C:15]1[CH:16]=[CH:17][C:12]([NH:11][C:19]2[C:28]3[C:23](=[CH:24][C:25]([O:9][CH2:8][C@@H:4]4[CH2:5][CH2:6][CH2:7][N:2]([CH3:1])[CH2:3]4)=[C:26]([O:29][CH3:30])[CH:27]=3)[N:22]=[CH:21][N:20]=2)=[C:13]([F:18])[CH:14]=1.